Dataset: Full USPTO retrosynthesis dataset with 1.9M reactions from patents (1976-2016). Task: Predict the reactants needed to synthesize the given product. Given the product [CH:28]1([C:26]2[N:13]=[C:7]3[C:6]([O:5][CH2:4][C:3]4[C:14]([F:18])=[CH:15][CH:16]=[CH:17][C:2]=4[F:1])=[CH:11][C:10]([CH3:12])=[CH:9][N:8]3[C:20]=2[C:21]([O:23][CH2:24][CH3:25])=[O:22])[CH2:30][CH2:29]1, predict the reactants needed to synthesize it. The reactants are: [F:1][C:2]1[CH:17]=[CH:16][CH:15]=[C:14]([F:18])[C:3]=1[CH2:4][O:5][C:6]1[C:7]([NH2:13])=[N:8][CH:9]=[C:10]([CH3:12])[CH:11]=1.Cl[CH:20]([C:26]([CH:28]1[CH2:30][CH2:29]1)=O)[C:21]([O:23][CH2:24][CH3:25])=[O:22].